From a dataset of Catalyst prediction with 721,799 reactions and 888 catalyst types from USPTO. Predict which catalyst facilitates the given reaction. (1) Reactant: [CH2:1]([CH:8]([C:23](OC)=[O:24])[CH2:9][C@@H:10]([C:19](OC)=[O:20])[NH:11][C:12]([O:14][C:15]([CH3:18])([CH3:17])[CH3:16])=[O:13])[C:2]1[CH:7]=[CH:6][CH:5]=[CH:4][CH:3]=1.[Cl-].[Ca+2].[Cl-].[BH4-].[Na+]. Product: [CH2:1]([CH:8]([CH2:23][OH:24])[CH2:9][C@H:10]([NH:11][C:12](=[O:13])[O:14][C:15]([CH3:16])([CH3:17])[CH3:18])[CH2:19][OH:20])[C:2]1[CH:3]=[CH:4][CH:5]=[CH:6][CH:7]=1. The catalyst class is: 301. (2) The catalyst class is: 13. Product: [CH2:1]([C:3]1[S:23][C:6]2[N:7]([CH2:25][C:26]3[CH:31]=[CH:30][C:29]([C:32]4[CH:37]=[CH:36][CH:35]=[CH:34][C:33]=4[C:38]4[NH:42][C:41](=[O:48])[O:40][N:39]=4)=[CH:28][CH:27]=3)[C:8](=[O:22])[N:9]([C:12]3[CH:13]=[N:14][C:15]4[C:20]([CH:21]=3)=[CH:19][CH:18]=[CH:17][CH:16]=4)[C:10](=[O:11])[C:5]=2[CH:4]=1)[CH3:2]. Reactant: [CH2:1]([C:3]1[S:23][C:6]2[NH:7][C:8](=[O:22])[N:9]([C:12]3[CH:13]=[N:14][C:15]4[C:20]([CH:21]=3)=[CH:19][CH:18]=[CH:17][CH:16]=4)[C:10](=[O:11])[C:5]=2[CH:4]=1)[CH3:2].Br[CH2:25][C:26]1[CH:31]=[CH:30][C:29]([C:32]2[CH:37]=[CH:36][CH:35]=[CH:34][C:33]=2[C:38]2[N:42]=[C:41](C(Cl)(Cl)Cl)[O:40][N:39]=2)=[CH:28][CH:27]=1.C(=O)([O-])[O-:48].[K+].[K+].CN(C)C=O. (3) Reactant: [CH3:1][S:2][C:3]1[CH:8]=[CH:7][C:6]([CH2:9][CH2:10][OH:11])=[CH:5][CH:4]=1.[H-].[Na+].[C:14]([O:18][C:19]([N:21]1[CH2:26][CH2:25][CH:24]([CH2:27]OS(C)(=O)=O)[CH2:23][CH2:22]1)=[O:20])([CH3:17])([CH3:16])[CH3:15]. Product: [C:14]([O:18][C:19]([N:21]1[CH2:26][CH2:25][CH:24]([CH2:27][O:11][CH2:10][CH2:9][C:6]2[CH:7]=[CH:8][C:3]([S:2][CH3:1])=[CH:4][CH:5]=2)[CH2:23][CH2:22]1)=[O:20])([CH3:17])([CH3:15])[CH3:16]. The catalyst class is: 589. (4) Reactant: [CH:1]1([CH2:6][C@H:7]([CH2:11][N:12]([CH:21]=[O:22])[O:13][CH2:14][C:15]2[CH:20]=[CH:19][CH:18]=[CH:17][CH:16]=2)[C:8]([OH:10])=O)[CH2:5][CH2:4][CH2:3][CH2:2]1.[CH3:23][C@@H:24]1[N:29]([CH3:30])[CH2:28][CH2:27][N:26]([C:31]2[C:36]([F:37])=[C:35]([NH:38][NH2:39])[N:34]=[C:33]([CH3:40])[N:32]=2)[CH2:25]1.CN1CCOCC1.C1C=NC2N(O)N=NC=2C=1.C(Cl)CCl. Product: [CH:1]1([CH2:6][C@@H:7]([C:8]([NH:39][NH:38][C:35]2[C:36]([F:37])=[C:31]([N:26]3[CH2:27][CH2:28][N:29]([CH3:30])[C@@H:24]([CH3:23])[CH2:25]3)[N:32]=[C:33]([CH3:40])[N:34]=2)=[O:10])[CH2:11][N:12]([O:13][CH2:14][C:15]2[CH:20]=[CH:19][CH:18]=[CH:17][CH:16]=2)[CH:21]=[O:22])[CH2:2][CH2:3][CH2:4][CH2:5]1. The catalyst class is: 3. (5) Reactant: S(Cl)([Cl:3])=O.[Cl:5][C:6]1[CH:11]=[CH:10][C:9]([NH:12][CH2:13][CH2:14][CH2:15]O)=[CH:8][CH:7]=1. Product: [Cl:5][C:6]1[CH:11]=[CH:10][C:9]([NH:12][CH2:13][CH2:14][CH2:15][Cl:3])=[CH:8][CH:7]=1. The catalyst class is: 11.